From a dataset of Catalyst prediction with 721,799 reactions and 888 catalyst types from USPTO. Predict which catalyst facilitates the given reaction. (1) Reactant: F[C:2]([F:7])(F)[C:3]([O-])=O.[C:8]([C:11]1[C:12]([NH:25][C:26]2[CH:31]=CC=[CH:28][CH:27]=2)=[N:13][N:14]([C:16]2([CH2:22][C:23]#N)[CH2:21][CH2:20][NH2+:19]CC2)[CH:15]=1)(=[O:10])[NH2:9].Cl[C:33]1[C:38]([CH3:39])=[C:37]([Cl:40])[N:36]=[CH:35][N:34]=1.[CH3:41][CH2:42][N:43](C(C)C)[CH:44](C)C. Product: [Cl:40][C:37]1[N:36]=[CH:35][N:34]=[C:33]([N:43]2[CH2:44][CH2:23][CH:22]([C@@H:16]([N:14]3[CH:15]=[C:11]([C:8]([NH2:9])=[O:10])[C:12]([NH:25][C:26]4[CH:27]=[CH:28][C:2]([F:7])=[CH:3][CH:31]=4)=[N:13]3)[CH2:21][C:20]#[N:19])[CH2:41][CH2:42]2)[C:38]=1[CH3:39]. The catalyst class is: 8. (2) Reactant: [CH3:1][O:2]/[N:3]=[C:4]1\[CH2:5][N:6]([C:11]([O:13][C:14]([CH3:17])([CH3:16])[CH3:15])=[O:12])[CH2:7][CH2:8][C:9]\1=O.C([O-])(=O)C.[NH4+].[BH3-]C#[N:25].[Na+].Cl. Product: [NH2:25][CH:9]1[CH2:8][CH2:7][N:6]([C:11]([O:13][C:14]([CH3:17])([CH3:16])[CH3:15])=[O:12])[CH2:5]/[C:4]/1=[N:3]\[O:2][CH3:1]. The catalyst class is: 5. (3) Reactant: [O:1]1[C@@:5]2([CH:10]3[CH2:11][CH2:12][N:7]([CH2:8][CH2:9]3)[CH2:6]2)[CH2:4][NH:3][C:2]1=[O:13].Br[C:15]1[S:16][C:17]([N:20]2[CH:24]=[CH:23][CH:22]=[N:21]2)=[CH:18][CH:19]=1. Product: [N:21]1[N:20]([C:17]2[S:16][C:15]([N:3]3[CH2:4][C@:5]4([CH:10]5[CH2:11][CH2:12][N:7]([CH2:8][CH2:9]5)[CH2:6]4)[O:1][C:2]3=[O:13])=[CH:19][CH:18]=2)[CH:24]=[CH:23][CH:22]=1. The catalyst class is: 205. (4) Reactant: [C:1]([O:5][C:6]([NH:8][C@H:9]([C:16]1[NH:20][C:19]2[CH:21]=[CH:22][C:23]([C:25]([CH3:28])([CH3:27])[CH3:26])=[CH:24][C:18]=2[N:17]=1)[CH:10]([CH3:15])[C:11]([O:13]C)=[O:12])=[O:7])([CH3:4])([CH3:3])[CH3:2].[OH-].[Li+]. Product: [C:1]([O:5][C:6]([NH:8][C@H:9]([C:16]1[NH:20][C:19]2[CH:21]=[CH:22][C:23]([C:25]([CH3:26])([CH3:28])[CH3:27])=[CH:24][C:18]=2[N:17]=1)[CH:10]([CH3:15])[C:11]([OH:13])=[O:12])=[O:7])([CH3:4])([CH3:2])[CH3:3]. The catalyst class is: 20. (5) Reactant: [C:1]([C:4]1[CH:9]=[CH:8][C:7]([S:10](Cl)(=[O:12])=[O:11])=[CH:6][CH:5]=1)(=[O:3])[CH3:2].[NH3:14].Cl. Product: [C:1]([C:4]1[CH:9]=[CH:8][C:7]([S:10]([NH2:14])(=[O:12])=[O:11])=[CH:6][CH:5]=1)(=[O:3])[CH3:2]. The catalyst class is: 20. (6) Product: [F:1][C:2]([F:33])([F:32])[C:3]1[CH:4]=[C:5]([C@H:13]2[O:17][C:16](=[O:18])[N:15]([CH2:19][C:20]3[C:25]([Br:26])=[CH:24][N:23]=[C:22]([N:38]4[CH2:39][C:36]([F:40])([F:35])[CH2:37]4)[N:21]=3)[C@H:14]2[CH3:31])[CH:6]=[C:7]([C:9]([F:12])([F:11])[F:10])[CH:8]=1. Reactant: [F:1][C:2]([F:33])([F:32])[C:3]1[CH:4]=[C:5]([C@H:13]2[O:17][C:16](=[O:18])[N:15]([CH2:19][C:20]3[C:25]([Br:26])=[CH:24][N:23]=[C:22](S(C)(=O)=O)[N:21]=3)[C@H:14]2[CH3:31])[CH:6]=[C:7]([C:9]([F:12])([F:11])[F:10])[CH:8]=1.Cl.[F:35][C:36]1([F:40])[CH2:39][NH:38][CH2:37]1.C(N(CC)CC)C. The catalyst class is: 1. (7) Reactant: Cl.Cl.[Cl:3][C:4]1[C:5]([N:10]2[CH2:15][CH2:14][NH:13][CH2:12][CH2:11]2)=[N:6][CH:7]=[CH:8][N:9]=1.[CH3:16][C:17]1[N:21]([C:22]2[CH:27]=[CH:26][CH:25]=[CH:24][CH:23]=2)[N:20]=[CH:19][C:18]=1[CH:28]=O.C(N(CC)CC)C.C(O[BH-](OC(=O)C)OC(=O)C)(=O)C.[Na+]. Product: [Cl:3][C:4]1[C:5]([N:10]2[CH2:11][CH2:12][N:13]([CH2:28][C:18]3[CH:19]=[N:20][N:21]([C:22]4[CH:27]=[CH:26][CH:25]=[CH:24][CH:23]=4)[C:17]=3[CH3:16])[CH2:14][CH2:15]2)=[N:6][CH:7]=[CH:8][N:9]=1. The catalyst class is: 478.